From a dataset of NCI-60 drug combinations with 297,098 pairs across 59 cell lines. Regression. Given two drug SMILES strings and cell line genomic features, predict the synergy score measuring deviation from expected non-interaction effect. (1) Drug 1: C1=CC=C(C=C1)NC(=O)CCCCCCC(=O)NO. Drug 2: CC1=C(C(=CC=C1)Cl)NC(=O)C2=CN=C(S2)NC3=CC(=NC(=N3)C)N4CCN(CC4)CCO. Cell line: SNB-75. Synergy scores: CSS=12.5, Synergy_ZIP=-3.65, Synergy_Bliss=-0.198, Synergy_Loewe=2.17, Synergy_HSA=1.35. (2) Drug 1: CC(CN1CC(=O)NC(=O)C1)N2CC(=O)NC(=O)C2. Drug 2: C1CCC(CC1)NC(=O)N(CCCl)N=O. Cell line: SK-MEL-2. Synergy scores: CSS=35.6, Synergy_ZIP=-1.96, Synergy_Bliss=1.47, Synergy_Loewe=1.36, Synergy_HSA=3.29.